From a dataset of Reaction yield outcomes from USPTO patents with 853,638 reactions. Predict the reaction yield, written as a fraction of the theoretical maximum amount of product (1.0 means a 100% yield; for example, 0.34 means a 34% yield). (1) The reactants are C[O:2][C:3]([C:5]1([C:11]2[CH:16]=[CH:15][C:14]([NH:17][C:18]([C:20]3[NH:21][CH:22]=[C:23]([C:25]#[N:26])[N:24]=3)=[O:19])=[C:13]([C:27]3[CH2:32][CH2:31][C:30]([CH3:34])([CH3:33])[CH2:29][CH:28]=3)[CH:12]=2)[CH2:10][CH2:9][O:8][CH2:7][CH2:6]1)=[O:4].[OH-].[Na+].O. The catalyst is C1COCC1.CO. The product is [C:25]([C:23]1[N:24]=[C:20]([C:18]([NH:17][C:14]2[CH:15]=[CH:16][C:11]([C:5]3([C:3]([OH:4])=[O:2])[CH2:6][CH2:7][O:8][CH2:9][CH2:10]3)=[CH:12][C:13]=2[C:27]2[CH2:32][CH2:31][C:30]([CH3:34])([CH3:33])[CH2:29][CH:28]=2)=[O:19])[NH:21][CH:22]=1)#[N:26]. The yield is 0.950. (2) The reactants are Cl[C:2]1[C:7]2[CH:8]=[CH:9][O:10][C:6]=2[CH:5]=[CH:4][N:3]=1.CC(C)([O-])C.[Na+].C(=[NH:30])(C1C=CC=CC=1)C1C=CC=CC=1.NO. The catalyst is C1(C)C=CC=CC=1.CCOCC.C1C=CC(/C=C/C(/C=C/C2C=CC=CC=2)=O)=CC=1.C1C=CC(/C=C/C(/C=C/C2C=CC=CC=2)=O)=CC=1.C1C=CC(/C=C/C(/C=C/C2C=CC=CC=2)=O)=CC=1.[Pd].[Pd].C1C=CC(P(C2C(C3C(P(C4C=CC=CC=4)C4C=CC=CC=4)=CC=C4C=3C=CC=C4)=C3C(C=CC=C3)=CC=2)C2C=CC=CC=2)=CC=1. The product is [O:10]1[C:6]2[CH:5]=[CH:4][N:3]=[C:2]([NH2:30])[C:7]=2[CH:8]=[CH:9]1. The yield is 0.890. (3) The reactants are [NH2:1][CH:2]([CH2:8][C:9]1[CH:14]=[CH:13][C:12]([OH:15])=[C:11]([OH:16])[CH:10]=1)[C:3]([O:5][CH2:6][CH3:7])=[O:4].C(N(C(C)C)CC)(C)C.[CH3:26][C:27]([O:30][C:31](O[C:31]([O:30][C:27]([CH3:29])([CH3:28])[CH3:26])=[O:32])=[O:32])([CH3:29])[CH3:28]. The catalyst is C(Cl)Cl. The product is [C:27]([O:30][C:31]([NH:1][CH:2]([CH2:8][C:9]1[CH:14]=[CH:13][C:12]([OH:15])=[C:11]([OH:16])[CH:10]=1)[C:3]([O:5][CH2:6][CH3:7])=[O:4])=[O:32])([CH3:29])([CH3:28])[CH3:26]. The yield is 0.760. (4) The reactants are [NH2:1][C:2]1[CH:3]=[C:4]([OH:9])[CH:5]=[CH:6][C:7]=1[F:8].CC(C)([O-])C.[K+].Br[C:17]1[CH:18]=[CH:19][C:20]([C:23]#[N:24])=[N:21][CH:22]=1. The catalyst is CC(N(C)C)=O. The product is [NH2:1][C:2]1[CH:3]=[C:4]([CH:5]=[CH:6][C:7]=1[F:8])[O:9][C:17]1[CH:18]=[CH:19][C:20]([C:23]#[N:24])=[N:21][CH:22]=1. The yield is 0.440. (5) The catalyst is C(Cl)Cl. The yield is 0.970. The reactants are [ClH:1].CCOCC.[C:7]([O:11][C:12](=[O:39])[C@@H:13]([N:19]1[C:27](=[O:28])[C:26]2[C:21](=[CH:22][CH:23]=[CH:24][C:25]=2[CH2:29][NH:30]C(OC(C)(C)C)=O)[C:20]1=[O:38])[CH2:14][CH2:15][C:16](=[O:18])[NH2:17])([CH3:10])([CH3:9])[CH3:8]. The product is [ClH:1].[C:7]([O:11][C:12](=[O:39])[C@@H:13]([N:19]1[C:27](=[O:28])[C:26]2[C:21](=[CH:22][CH:23]=[CH:24][C:25]=2[CH2:29][NH2:30])[C:20]1=[O:38])[CH2:14][CH2:15][C:16](=[O:18])[NH2:17])([CH3:10])([CH3:8])[CH3:9]. (6) The reactants are C([O:3][C:4](=[O:14])[C:5]([C:7]1[S:8][C:9]([Br:13])=[CH:10][C:11]=1[Br:12])=[O:6])C.Cl. The catalyst is CC(C)=O. The product is [Br:12][C:11]1[CH:10]=[C:9]([Br:13])[S:8][C:7]=1[C:5](=[O:6])[C:4]([OH:14])=[O:3]. The yield is 0.990.